Task: Predict which catalyst facilitates the given reaction.. Dataset: Catalyst prediction with 721,799 reactions and 888 catalyst types from USPTO (1) Reactant: [CH3:1][S:2]([OH:5])(=[O:4])=[O:3].[S:6]1[CH:10]=[CH:9][C:8]2[C:11]([N:15]3[CH2:20][CH2:19][N:18]([CH2:21][CH2:22][CH2:23][O:24][C:25]4[CH:34]=[C:33]5[C:28]([CH2:29][CH2:30][N:31]([CH3:36])[C:32]5=[O:35])=[CH:27][CH:26]=4)[CH2:17][CH2:16]3)=[CH:12][CH:13]=[CH:14][C:7]1=2. Product: [CH3:1][S:2]([OH:5])(=[O:4])=[O:3].[S:6]1[CH:10]=[CH:9][C:8]2[C:11]([N:15]3[CH2:16][CH2:17][N:18]([CH2:21][CH2:22][CH2:23][O:24][C:25]4[CH:34]=[C:33]5[C:28]([CH2:29][CH2:30][N:31]([CH3:36])[C:32]5=[O:35])=[CH:27][CH:26]=4)[CH2:19][CH2:20]3)=[CH:12][CH:13]=[CH:14][C:7]1=2. The catalyst class is: 8. (2) Reactant: [F:1][C:2]1[CH:7]=[CH:6][CH:5]=[CH:4][C:3]=1[NH:8][C:9](=[O:15])[O:10][C:11]([CH3:14])([CH3:13])[CH3:12].C([Li])(C)(C)C.CCCCC.[C:26](=[O:28])=[O:27]. Product: [C:11]([O:10][C:9]([NH:8][C:3]1[C:2]([F:1])=[CH:7][CH:6]=[CH:5][C:4]=1[C:26]([OH:28])=[O:27])=[O:15])([CH3:12])([CH3:14])[CH3:13]. The catalyst class is: 7.